Dataset: Reaction yield outcomes from USPTO patents with 853,638 reactions. Task: Predict the reaction yield, written as a fraction of the theoretical maximum amount of product (1.0 means a 100% yield; for example, 0.34 means a 34% yield). The reactants are [Br:1][C:2]1[CH:3]=[C:4]2[C:8](=[CH:9][CH:10]=1)[NH:7][CH:6]=[CH:5]2.[CH2:11](Br)[C:12]1[CH:17]=[CH:16][CH:15]=[CH:14][CH:13]=1. No catalyst specified. The product is [CH2:11]([N:7]1[C:8]2[C:4](=[CH:3][C:2]([Br:1])=[CH:10][CH:9]=2)[CH:5]=[CH:6]1)[C:12]1[CH:17]=[CH:16][CH:15]=[CH:14][CH:13]=1. The yield is 0.780.